Dataset: Reaction yield outcomes from USPTO patents with 853,638 reactions. Task: Predict the reaction yield, written as a fraction of the theoretical maximum amount of product (1.0 means a 100% yield; for example, 0.34 means a 34% yield). (1) The reactants are [CH3:1][O:2][C:3](=[O:16])[CH:4]=[CH:5][C:6]1[CH:11]=[CH:10][CH:9]=[C:8]([S:12](Cl)(=[O:14])=[O:13])[CH:7]=1.[NH2:17][C:18]1[CH:23]=[CH:22][CH:21]=[CH:20][CH:19]=1.N1C=CC=CC=1. The catalyst is ClCCl. The product is [CH3:1][O:2][C:3](=[O:16])[CH:4]=[CH:5][C:6]1[CH:11]=[CH:10][CH:9]=[C:8]([S:12](=[O:14])(=[O:13])[NH:17][C:18]2[CH:23]=[CH:22][CH:21]=[CH:20][CH:19]=2)[CH:7]=1. The yield is 0.290. (2) The reactants are C(OC([N:11]1[CH2:16][CH2:15][N:14]([C:17]([CH3:21])([CH3:20])[CH2:18][F:19])[CH2:13][CH2:12]1)=O)C1C=CC=CC=1. The catalyst is C(O)C.[OH-].[OH-].[Pd+2]. The product is [CH3:21][C:17]([N:14]1[CH2:13][CH2:12][NH:11][CH2:16][CH2:15]1)([CH3:20])[CH2:18][F:19]. The yield is 0.660. (3) The reactants are [NH2:1][C:2]1[N:6]([C:7]2[CH:12]=[CH:11][C:10]([OH:13])=[CH:9][C:8]=2[F:14])[N:5]=[C:4]([CH3:15])[C:3]=1[C:16]#[N:17].[CH2:18]([CH2:22][C:23](=O)[CH3:24])[C:19]([CH3:21])=O.CCOC(C)=O. The catalyst is CC(OCC1C2C(=CC=CC=2)C(COC(C)=O)=C2C=1C=CC=C2)=O. The product is [CH3:24][C:23]1[N:1]([C:2]2[N:6]([C:7]3[CH:12]=[CH:11][C:10]([OH:13])=[CH:9][C:8]=3[F:14])[N:5]=[C:4]([CH3:15])[C:3]=2[C:16]#[N:17])[C:19]([CH3:21])=[CH:18][CH:22]=1. The yield is 0.990. (4) The reactants are C[O:2][C:3](=O)[C@@H:4]([CH2:6][C:7]1[CH:12]=[CH:11][C:10]([OH:13])=[CH:9][CH:8]=1)[NH2:5].O.[NH2:16][NH2:17]. The catalyst is CO. The product is [NH2:5][C@@H:4]([C:3]([NH:16][NH2:17])=[O:2])[CH2:6][C:7]1[CH:12]=[CH:11][C:10]([OH:13])=[CH:9][CH:8]=1. The yield is 0.930. (5) The reactants are [NH2:1][C:2]1[N:3]=[C:4]([NH:17][C:18]2[CH:26]=[CH:25][C:21]([C:22]([OH:24])=O)=[CH:20][CH:19]=2)[S:5][C:6]=1[C:7](=[O:16])[C:8]1[C:13]([F:14])=[CH:12][CH:11]=[CH:10][C:9]=1[F:15].[NH2:27][CH2:28][C:29]1([N:33]([CH3:35])[CH3:34])[CH2:32][CH2:31][CH2:30]1. No catalyst specified. The product is [NH2:1][C:2]1[N:3]=[C:4]([NH:17][C:18]2[CH:19]=[CH:20][C:21]([C:22]([NH:27][CH2:28][C:29]3([N:33]([CH3:35])[CH3:34])[CH2:32][CH2:31][CH2:30]3)=[O:24])=[CH:25][CH:26]=2)[S:5][C:6]=1[C:7](=[O:16])[C:8]1[C:13]([F:14])=[CH:12][CH:11]=[CH:10][C:9]=1[F:15]. The yield is 0.610. (6) The reactants are [C:1]1([S:7][C:8]2[CH:13]=[CH:12][N:11]=[C:10]([NH:14][C:15]3[S:16][CH:17]=[C:18]([CH2:20][C:21](OCC)=[O:22])[N:19]=3)[CH:9]=2)[CH:6]=[CH:5][CH:4]=[CH:3][CH:2]=1.[H-].[Al+3].[Li+].[H-].[H-].[H-]. The catalyst is C1COCC1.CCOCC. The product is [C:1]1([S:7][C:8]2[CH:13]=[CH:12][N:11]=[C:10]([NH:14][C:15]3[S:16][CH:17]=[C:18]([CH2:20][CH2:21][OH:22])[N:19]=3)[CH:9]=2)[CH:6]=[CH:5][CH:4]=[CH:3][CH:2]=1. The yield is 0.471. (7) The reactants are [N+:1]([C:4]1[CH:12]=[C:11]2[C:7]([CH:8]=[CH:9][NH:10]2)=[CH:6][CH:5]=1)([O-])=O.[CH2:13](Br)[C:14]1[CH:19]=[CH:18][CH:17]=[CH:16][CH:15]=1. The catalyst is CC#N. The product is [CH2:13]([N:10]1[C:11]2[C:7](=[CH:6][CH:5]=[C:4]([NH2:1])[CH:12]=2)[CH:8]=[CH:9]1)[C:14]1[CH:19]=[CH:18][CH:17]=[CH:16][CH:15]=1. The yield is 0.400. (8) The reactants are Cl[C:2]1[CH:7]=[C:6]([O:8][CH2:9][CH2:10][CH2:11][CH:12]2[CH2:17][CH2:16][N:15]([CH3:18])[CH2:14][CH2:13]2)[N:5]=[CH:4][C:3]=1[C:19]1[NH:23]C2C=CC(F)=C(C)C=2N=1.[CH3:30][O-:31].[Na+]. The catalyst is CO. The product is [CH3:30][O:31][C:2]1[C:3]([C:19]#[N:23])=[CH:4][N:5]=[C:6]([O:8][CH2:9][CH2:10][CH2:11][CH:12]2[CH2:17][CH2:16][N:15]([CH3:18])[CH2:14][CH2:13]2)[CH:7]=1. The yield is 1.00. (9) The yield is 0.680. The reactants are [Cl:1][C:2]1[CH:3]=[C:4]([CH:6]=[CH:7][C:8]=1[O:9][C:10]1[C:19]2[C:14](=[CH:15][C:16]([O:22][CH3:23])=[C:17]([O:20][CH3:21])[CH:18]=2)[N:13]=[CH:12][CH:11]=1)[NH2:5].C(N(CC)CC)C.ClC(Cl)(O[C:35](=[O:41])OC(Cl)(Cl)Cl)Cl.[CH2:43]([N:50]1[CH2:55][CH2:54][CH:53]([NH2:56])[CH2:52][CH2:51]1)[C:44]1[CH:49]=[CH:48][CH:47]=[CH:46][CH:45]=1. The catalyst is C(Cl)(Cl)Cl.O. The product is [CH2:43]([N:50]1[CH2:55][CH2:54][CH:53]([NH:56][C:35]([NH:5][C:4]2[CH:6]=[CH:7][C:8]([O:9][C:10]3[C:19]4[C:14](=[CH:15][C:16]([O:22][CH3:23])=[C:17]([O:20][CH3:21])[CH:18]=4)[N:13]=[CH:12][CH:11]=3)=[C:2]([Cl:1])[CH:3]=2)=[O:41])[CH2:52][CH2:51]1)[C:44]1[CH:45]=[CH:46][CH:47]=[CH:48][CH:49]=1.